Dataset: Full USPTO retrosynthesis dataset with 1.9M reactions from patents (1976-2016). Task: Predict the reactants needed to synthesize the given product. (1) The reactants are: [CH3:1][C:2]1[CH:3]=[N+:4]([O-])[CH:5]=[CH:6][C:7]=1[N+:8]([O-])=O.[CH2:12](OC(OCC)N(C)C)C.[H][H]. Given the product [NH:8]1[C:7]2[C:2](=[CH:3][N:4]=[CH:5][CH:6]=2)[CH:1]=[CH:12]1, predict the reactants needed to synthesize it. (2) Given the product [CH3:1][C:2]1[N:3]=[C:4]([C:14]2([OH:17])[CH2:15][CH2:16][C:11]3([O:10][CH2:9][CH2:8][O:7]3)[CH2:12][CH2:13]2)[S:5][CH:6]=1, predict the reactants needed to synthesize it. The reactants are: [CH3:1][C:2]1[N:3]=[CH:4][S:5][CH:6]=1.[O:7]1[C:11]2([CH2:16][CH2:15][C:14](=[O:17])[CH2:13][CH2:12]2)[O:10][CH2:9][CH2:8]1. (3) Given the product [CH3:1][C:2]1[N:7]=[C:6]([C:8]2[N:9]=[C:10]3[CH:15]=[CH:14][CH:13]=[CH:12][N:11]3[C:16]=2[C:17]2[CH:22]=[CH:21][N:20]=[C:19]([C:23]3[CH:24]=[CH:25][C:26]([NH:29][S:32]([C:31]([F:44])([F:43])[F:30])(=[O:34])=[O:33])=[CH:27][CH:28]=3)[CH:18]=2)[CH:5]=[CH:4][CH:3]=1, predict the reactants needed to synthesize it. The reactants are: [CH3:1][C:2]1[N:7]=[C:6]([C:8]2[N:9]=[C:10]3[CH:15]=[CH:14][CH:13]=[CH:12][N:11]3[C:16]=2[C:17]2[CH:22]=[CH:21][N:20]=[C:19]([C:23]3[CH:28]=[CH:27][C:26]([NH2:29])=[CH:25][CH:24]=3)[CH:18]=2)[CH:5]=[CH:4][CH:3]=1.[F:30][C:31]([F:44])([F:43])[S:32](O[S:32]([C:31]([F:44])([F:43])[F:30])(=[O:34])=[O:33])(=[O:34])=[O:33].C(N(CC)CC)C.O. (4) The reactants are: C[Si]([N-][Si](C)(C)C)(C)C.[K+].C([C:13](CC)(CC)[CH2:14][CH:15](P(O)(O)=O)[C:16]([O-:18])=[O:17])C.[CH:27](=O)[C:28]1[CH:33]=[CH:32][CH:31]=[C:30]([O:34][CH3:35])[CH:29]=1.[CH2:37]1COC[CH2:38]1. Given the product [CH3:35][O:34][C:30]1[CH:29]=[C:28]([CH:33]=[CH:32][CH:31]=1)/[CH:27]=[C:15](\[CH2:14][CH3:13])/[C:16]([O:18][CH2:37][CH3:38])=[O:17], predict the reactants needed to synthesize it. (5) Given the product [CH3:29][N:30]([CH3:31])[C:2]1[N:27]=[CH:26][C:5]2[C:6]3[N:7]([CH:11]=[C:12]([C:14]4[N:18]([CH2:19][C:20]([F:23])([F:22])[F:21])[N:17]=[C:16]([CH2:24][OH:25])[N:15]=4)[N:13]=3)[CH2:8][CH2:9][O:10][C:4]=2[CH:3]=1, predict the reactants needed to synthesize it. The reactants are: Cl[C:2]1[N:27]=[CH:26][C:5]2[C:6]3[N:7]([CH:11]=[C:12]([C:14]4[N:18]([CH2:19][C:20]([F:23])([F:22])[F:21])[N:17]=[C:16]([CH2:24][OH:25])[N:15]=4)[N:13]=3)[CH2:8][CH2:9][O:10][C:4]=2[CH:3]=1.Cl.[CH3:29][NH:30][CH3:31]. (6) The reactants are: CN([C:4]1C=CN=C[CH:9]=1)C.[CH3:10]N(C)[C:12]1[CH:17]=CN=C[CH:13]=1.C1C(O)=C[C:22]2[C:26](CCN)=[CH:27][NH:28][C:21]=2[CH:20]=1.OC1C=[C:43]2[C:36]([NH:37][CH:38]=[C:39]2CCN)=[CH:35]C=1. Given the product [CH3:4][CH2:9][N:28]([CH:21]([CH3:20])[CH3:22])[CH:27]([CH3:26])[CH3:10].[CH:12]([N:37]([CH2:38][CH3:39])[CH:36]([CH3:35])[CH3:43])([CH3:17])[CH3:13], predict the reactants needed to synthesize it. (7) Given the product [C:21]([O:20][P:18]([O:25][CH2:2][C:3]1[CH:4]=[C:5]([CH:10]=[CH:11][CH:12]=1)[C:6]([O:8][CH3:9])=[O:7])([O:17][C:13]([CH3:16])([CH3:15])[CH3:14])=[O:19])([CH3:24])([CH3:23])[CH3:22], predict the reactants needed to synthesize it. The reactants are: Br[CH2:2][C:3]1[CH:4]=[C:5]([CH:10]=[CH:11][CH:12]=1)[C:6]([O:8][CH3:9])=[O:7].[C:13]([O:17][P:18]([O-:25])([O:20][C:21]([CH3:24])([CH3:23])[CH3:22])=[O:19])([CH3:16])([CH3:15])[CH3:14].C([N+](CCCC)(CCCC)CCCC)CCC.O.CO.C(O)(C(F)(F)F)=O. (8) Given the product [F:6][C:7]1[CH:14]=[CH:13][CH:12]=[CH:11][C:16]=1[C:17]1[CH:4]=[CH:3][CH:2]=[CH:1][C:18]=1[CH2:19][OH:15], predict the reactants needed to synthesize it. The reactants are: [CH2:1]([Li])[CH2:2][CH2:3][CH3:4].[F:6][C:7]1[CH:14]=[CH:13][CH:12]=[CH:11]C=1C=O.[O:15]1[CH2:19][CH2:18][CH2:17][CH2:16]1. (9) Given the product [Cl:1][C:2]1[CH:7]=[CH:6][CH:5]=[C:4]([F:8])[C:3]=1[C:9]1[NH:13][C:12](=[O:14])[N:11]([C:15]2[CH:23]=[CH:22][C:18]([C:19]([NH:21][C:25]3[CH:30]=[CH:29][C:28]([C:31]([F:34])([F:33])[F:32])=[CH:27][CH:26]=3)=[O:20])=[CH:17][CH:16]=2)[N:10]=1, predict the reactants needed to synthesize it. The reactants are: [Cl:1][C:2]1[CH:7]=[CH:6][CH:5]=[C:4]([F:8])[C:3]=1[C:9]1[NH:13][C:12](=[O:14])[N:11]([C:15]2[CH:23]=[CH:22][C:18]([C:19]([NH2:21])=[O:20])=[CH:17][CH:16]=2)[N:10]=1.Br[C:25]1[CH:30]=[CH:29][C:28]([C:31]([F:34])([F:33])[F:32])=[CH:27][CH:26]=1.CC(C)([O-])C.[Na+].